From a dataset of Forward reaction prediction with 1.9M reactions from USPTO patents (1976-2016). Predict the product of the given reaction. (1) The product is: [Br:1][C:2]1[CH:7]=[CH:6][CH:5]=[C:4]2[C:3]=1[NH:14][N:13]=[C:8]2[CH3:9]. Given the reactants [Br:1][C:2]1[C:3](F)=[C:4]([C:8](=O)[CH3:9])[CH:5]=[CH:6][CH:7]=1.O.[NH2:13][NH2:14].C(OCC)C, predict the reaction product. (2) Given the reactants [NH2:1][S:2]([C:5]1[CH:14]=[CH:13][C:12]([O:15][CH3:16])=[C:11]2[C:6]=1[CH2:7][CH2:8][C@H:9]([NH:17][C:18](=[O:23])[C:19]([F:22])([F:21])[F:20])[CH2:10]2)(=[O:4])=[O:3].[H-].[Na+].CCN(C(C)C)C(C)C.Cl[C:36]1[N:41]=[CH:40][CH:39]=[CH:38][N:37]=1, predict the reaction product. The product is: [F:22][C:19]([F:21])([F:20])[C:18]([NH:17][C@H:9]1[CH2:8][CH2:7][C:6]2[C:11](=[C:12]([O:15][CH3:16])[CH:13]=[CH:14][C:5]=2[S:2]([NH:1][C:36]2[N:41]=[CH:40][CH:39]=[CH:38][N:37]=2)(=[O:3])=[O:4])[CH2:10]1)=[O:23]. (3) Given the reactants C([O:3][CH2:4][CH2:5][O:6][NH:7][C:8]([C:10]1[CH:15]=[C:14]([CH3:16])[C:13](=[O:17])[N:12]([CH3:18])[C:11]=1[NH:19][C:20]1[CH:25]=[CH:24][C:23]([I:26])=[CH:22][C:21]=1[F:27])=[O:9])=C.Cl.[OH-].[Na+].C(C(C)=O)C(C)C, predict the reaction product. The product is: [F:27][C:21]1[CH:22]=[C:23]([I:26])[CH:24]=[CH:25][C:20]=1[NH:19][C:11]1[N:12]([CH3:18])[C:13](=[O:17])[C:14]([CH3:16])=[CH:15][C:10]=1[C:8]([NH:7][O:6][CH2:5][CH2:4][OH:3])=[O:9]. (4) Given the reactants [Cl:1][C:2]1[CH:3]=[CH:4][C:5]([C:13](=[O:21])[NH:14][C:15]2[CH:20]=[CH:19][CH:18]=[CH:17][CH:16]=2)=[C:6]([CH2:8][CH2:9][C:10]([OH:12])=[O:11])[CH:7]=1.I[C:23]1C=C(Cl)C=C[C:24]=1C(N)=O.C(OC(OCC)C=C)C.C(N(CCCC)CCCC)CCC, predict the reaction product. The product is: [CH2:23]([O:11][C:10](=[O:12])[CH2:9][CH2:8][C:6]1[CH:7]=[C:2]([Cl:1])[CH:3]=[CH:4][C:5]=1[C:13](=[O:21])[NH:14][C:15]1[CH:16]=[CH:17][CH:18]=[CH:19][CH:20]=1)[CH3:24]. (5) Given the reactants [CH:1]([O:4][C:5](=[O:34])[CH2:6][CH2:7][CH2:8][CH2:9][CH2:10][O:11][C:12]1[C:13]([NH2:33])=[CH:14][C:15]2[N:19]=[C:18]([C:20]3[CH:25]=[CH:24][CH:23]=[CH:22][CH:21]=3)[N:17]([C:26]3[CH:31]=[CH:30][CH:29]=[CH:28][CH:27]=3)[C:16]=2[CH:32]=1)([CH3:3])[CH3:2].[CH3:35][C:36]1[CH:37]=[C:38]([S:42](Cl)(=[O:44])=[O:43])[CH:39]=[CH:40][CH:41]=1, predict the reaction product. The product is: [CH:1]([O:4][C:5](=[O:34])[CH2:6][CH2:7][CH2:8][CH2:9][CH2:10][O:11][C:12]1[C:13]([NH:33][S:42]([C:38]2[CH:39]=[CH:40][CH:41]=[C:36]([CH3:35])[CH:37]=2)(=[O:44])=[O:43])=[CH:14][C:15]2[N:19]=[C:18]([C:20]3[CH:21]=[CH:22][CH:23]=[CH:24][CH:25]=3)[N:17]([C:26]3[CH:27]=[CH:28][CH:29]=[CH:30][CH:31]=3)[C:16]=2[CH:32]=1)([CH3:3])[CH3:2]. (6) Given the reactants [N+:1]([C:4]1[C:9]([NH:10][C@H:11]([CH2:16][C:17]#[CH:18])[C:12](OC)=[O:13])=[CH:8][CH:7]=[CH:6][N:5]=1)([O-])=O.[NH4+].[Cl-].CCN(CC)CC, predict the reaction product. The product is: [CH2:16]([C@@H:11]1[C:12](=[O:13])[NH:1][C:4]2[N:5]=[CH:6][CH:7]=[CH:8][C:9]=2[NH:10]1)[C:17]#[CH:18]. (7) Given the reactants C([Sn](CCCC)(CCCC)[C:6]1[C:7](=[O:20])[N:8]([CH3:19])[C:9]2[C:14]([CH:15]=1)=[CH:13][N:12]=[C:11]([NH:16][CH2:17][CH3:18])[CH:10]=2)CCC.[C:29]([N:36]([C:46]([O:48][C:49]([CH3:52])([CH3:51])[CH3:50])=[O:47])[C:37]1[C:42]([F:43])=[C:41](I)[C:40]([F:45])=[CH:39][N:38]=1)([O:31][C:32]([CH3:35])([CH3:34])[CH3:33])=[O:30].[As](C1C=CC=CC=1)(C1C=CC=CC=1)C1C=CC=CC=1, predict the reaction product. The product is: [C:32]([O:31][C:29]([N:36]([C:37]1[C:42]([F:43])=[C:41]([C:6]2[C:7](=[O:20])[N:8]([CH3:19])[C:9]3[C:14]([CH:15]=2)=[CH:13][N:12]=[C:11]([NH:16][CH2:17][CH3:18])[CH:10]=3)[C:40]([F:45])=[CH:39][N:38]=1)[C:46]([O:48][C:49]([CH3:52])([CH3:51])[CH3:50])=[O:47])=[O:30])([CH3:33])([CH3:34])[CH3:35].